From a dataset of Drug-target binding data from BindingDB using IC50 measurements. Regression. Given a target protein amino acid sequence and a drug SMILES string, predict the binding affinity score between them. We predict pIC50 (pIC50 = -log10(IC50 in M); higher means more potent). Dataset: bindingdb_ic50. (1) The drug is Cc1nc(C(c2ccccc2)c2ccccc2)n(C)c1C(=O)N[C@@H](CCCNC(=N)N)C(=O)O. The target protein (Q16581) has sequence MASFSAETNSTDLLSQPWNEPPVILSMVILSLTFLLGLPGNGLVLWVAGLKMQRTVNTIWFLHLTLADLLCCLSLPFSLAHLALQGQWPYGRFLCKLIPSIIVLNMFASVFLLTAISLDRCLVVFKPIWCQNHRNVGMACSICGCIWVVAFVMCIPVFVYREIFTTDNHNRCGYKFGLSSSLDYPDFYGDPLENRSLENIVQPPGEMNDRLDPSSFQTNDHPWTVPTVFQPQTFQRPSADSLPRGSARLTSQNLYSNVFKPADVVSPKIPSGFPIEDHETSPLDNSDAFLSTHLKLFPSASSNSFYESELPQGFQDYYNLGQFTDDDQVPTPLVAITITRLVVGFLLPSVIMIACYSFIVFRMQRGRFAKSQSKTFRVAVVVVAVFLVCWTPYHIFGVLSLLTDPETPLGKTLMSWDHVCIALASANSCFNPFLYALLGKDFRKKARQSIQGILEAAFSEELTRSTHCPSNNVISERNSTTV. The pIC50 is 5.9. (2) The drug is CC(=O)N1c2ccc(-c3ccc(C(=O)O)cc3)cc2[C@H](Nc2ccc(Cl)cc2)C[C@@H]1C. The target protein (P51531) has sequence MSTPTDPGAMPHPGPSPGPGPSPGPILGPSPGPGPSPGSVHSMMGPSPGPPSVSHPMPTMGSTDFPQEGMHQMHKPIDGIHDKGIVEDIHCGSMKGTGMRPPHPGMGPPQSPMDQHSQGYMSPHPSPLGAPEHVSSPMSGGGPTPPQMPPSQPGALIPGDPQAMSQPNRGPSPFSPVQLHQLRAQILAYKMLARGQPLPETLQLAVQGKRTLPGLQQQQQQQQQQQQQQQQQQQQQQQPQQQPPQPQTQQQQQPALVNYNRPSGPGPELSGPSTPQKLPVPAPGGRPSPAPPAAAQPPAAAVPGPSVPQPAPGQPSPVLQLQQKQSRISPIQKPQGLDPVEILQEREYRLQARIAHRIQELENLPGSLPPDLRTKATVELKALRLLNFQRQLRQEVVACMRRDTTLETALNSKAYKRSKRQTLREARMTEKLEKQQKIEQERKRRQKHQEYLNSILQHAKDFKEYHRSVAGKIQKLSKAVATWHANTEREQKKETERIEK.... The pIC50 is 4.5. (3) The drug is CCC(CC)O[C@@H]1C=C(C(=O)O)C[C@H](N)[C@H]1NC(C)=O. The target protein sequence is MNPNKKIITIGSICMVTGMVSLMLQIGNLISIWVSHSIHTGNQHKAEPISNTNFLTEKAVASVKLAGNSSLCPINGWAVYSKDNSIRIGSKGDVFVIREPFISCSHLECRTFFLTQGALLNDKHSNGTVKDRSPHRTLMSCPVGEAPSPYNSRFESVAWSASACHDGTSWLTIGISGPDNGAVAVLKYNGIITDTIKSWRNNILRTQESECACVNGSCFTVMTDGPSNGQASHKIFKMEKGKVVKSVELDAPNYHYEECSCYPDAGEITCVCRDNWHGSNRPWVSFNQNLEYQIGYICSGVFGDNPRPNDGTGSCGPVSSNGAYGVKGFSFKYGNGVWIGRTKSTNSRSGFEMIWDPNGWTETDSSFSVKQDIVAITDWSGYSGSFVQHPELTGLDCIRPCFWVELIRGRPKESTIWTSGSSISFCGVNSDTVGWSWPDGAELPFTIDK. The pIC50 is 9.1. (4) The compound is C=C[C@H]1CN2CC[C@H]1C[C@H]2[C@H](O)c1ccnc2ccc(OC)cc12. The target protein (O70577) has sequence MPTVDDILEHIGEFHLFQKQTFFLLALLSGAFTPIYVGIVFLGFTPNHHCRSPGVAELSQRCGWSPAEELNYTVPGLGSAGEVSFLSQCMRYEVDWNQSTLDCVDPLSSLAANRSHLPLSPCEHGWVYDTPGSSIVTEFNLVCAHSWMLDLFQSLVNVGFFIGAVGIGYLADRFGRKFCLLVTILINAISGVLMAISPNYAWMLVFRFLQGLVSKAGWLIGYILITEFVGLGYRRTVGICYQIAFTVGLLILAGVAYALPNWRWLQFAVTLPNFCFLLYFWCIPESPRWLISQNKNAKAMKIIKHIAKKNGKSVPVSLQSLTADEDTGMKLNPSFLDLVRTPQIRKHTLILMYNWFTSSVLYQGLIMHMGLAGDNIYLDFFYSALVEFPAAFIIILTIDRIGRRYPWAVSNMVAGAACLASVFIPDDLQWLKITVACLGRMGITIAYEMVCLVNAELYPTYIRNLAVLVCSSMCDIGGIVTPFLVYRLTDIWLEFPLVVF.... The pIC50 is 5.5. (5) The small molecule is CN(C)C(=O)c1cnnn1[C@@H]1O[C@H](CO[Si](C)(C)C(C)(C)C)[C@@]2(OS(=O)(=O)C=C2N)[C@H]1O[Si](C)(C)C(C)(C)C. The target protein sequence is PISPIETVPVKLKPGMDGPKVKQWPLTEEKIKALVEICTEMEKEGKISKIGPENPYNTPVFAIKKKDSTKWRKLVDFRELNKRTQDFWEVQLGIPHPAGLKKRKSVTVLDVGDAYFSVPLDEDFRKYTAFTIPSINNETPGIRYQYNVLPQGWKGSPAIFQSSMTKILEPFRKQNPDIVIYQYMDDLYVGSDLEIGQHRTKIEELRQHLLRWGLTTPDKKHQKEPPFLWMGYELHPDKWTVQPIVLPEKDSWTVNDIQKLVGKLNWASQIYPGIRVRQLCKLLRGTKALTEVIPLTEEAELELAENREILKEPVHGVYYDPSKDLIAEIQKQGQGQWTYQIYQEPFKNLRTGKYARMRGAHTNDVKQLTEAVQKITTESIVIWGKTPKFKLPIQKETWETWWTEYWQATWIPEWEFVNTPPLVKLWYQLEKEPIVGAETFYVDGAANRETKLGKAGYVTNRGRQKVVTLTDTTNQKTELQAIYLALQDSGLEVNIVTDSQ.... The pIC50 is 5.2. (6) The compound is N#C[C@H]1CCN(C(=O)[C@H](NC(=O)c2c[nH]c3ncc(C4CC4)nc23)C2CC2)C1. The target protein (Q62120) has sequence MGMACLTMTEMEATSTSPVHQNGDIPGSANSVKQIEPVLQVYLYHSLGQAEGEYLKFPSGEYVAEEICVAASKACGITPVYHNMFALMSETERIWYPPNHVFHIDESTRHDILYRIRFYFPHWYCSGSSRTYRYGVSRGAEAPLLDDFVMSYLFAQWRHDFVHGWIKVPVTHETQEECLGMAVLDMMRIAKEKDQTPLAVYNSVSYKTFLPKCVRAKIQDYHILTRKRIRYRFRRFIQQFSQCKATARNLKLKYLINLETLQSAFYTEQFEVKESARGPSGEEIFATIIITGNGGIQWSRGKHKESETLTEQDVQLYCDFPDIIDVSIKQANQECSNESRIVTVHKQDGKVLEIELSSLKEALSFVSLIDGYYRLTADAHHYLCKEVAPPAVLENIHSNCHGPISMDFAISKLKKAGNQTGLYVLRCSPKDFNKYFLTFAVERENVIEYKHCLITKNENGEYNLSGTKRNFSNLKDLLNCYQMETVRSDSIIFQFTKCCP.... The pIC50 is 6.1.